Dataset: Forward reaction prediction with 1.9M reactions from USPTO patents (1976-2016). Task: Predict the product of the given reaction. (1) The product is: [Br:12][C:13]1[N:17]2[N:18]=[C:19]([O:6][CH2:5][C:4]3[CH:7]=[CH:8][CH:9]=[C:2]([F:1])[CH:3]=3)[CH:20]=[CH:21][C:16]2=[N:15][CH:14]=1. Given the reactants [F:1][C:2]1[CH:3]=[C:4]([CH:7]=[CH:8][CH:9]=1)[CH2:5][OH:6].[H-].[Na+].[Br:12][C:13]1[N:17]2[N:18]=[C:19](Cl)[CH:20]=[CH:21][C:16]2=[N:15][CH:14]=1.[Cl-].[NH4+], predict the reaction product. (2) Given the reactants [C:1]1([NH:7][C:8]2[CH:13]=[CH:12][CH:11]=[CH:10][C:9]=2[NH2:14])[CH:6]=[CH:5][CH:4]=[CH:3][CH:2]=1.C(N(C(C)C)C(C)C)C.Cl[C:25]1[N:30]=[C:29]([C:31]2[CH:36]=[CH:35][CH:34]=[CH:33][CH:32]=2)[N:28]=[C:27]([C:37]2[CH:42]=[CH:41][CH:40]=[CH:39][CH:38]=2)[N:26]=1.CCCCCCC, predict the reaction product. The product is: [C:1]1([NH:7][C:8]2[CH:13]=[CH:12][CH:11]=[CH:10][C:9]=2[NH:14][C:25]2[N:30]=[C:29]([C:31]3[CH:36]=[CH:35][CH:34]=[CH:33][CH:32]=3)[N:28]=[C:27]([C:37]3[CH:38]=[CH:39][CH:40]=[CH:41][CH:42]=3)[N:26]=2)[CH:2]=[CH:3][CH:4]=[CH:5][CH:6]=1. (3) Given the reactants [Br-:1].[OH:2][C:3]([C:30]1[CH:35]=[CH:34][C:33](OC)=[CH:32][CH:31]=1)([C:24]1[CH:29]=[CH:28][CH:27]=[CH:26][CH:25]=1)[C:4]([O:6][C@@H:7]1[CH:12]2[CH2:13][CH2:14][N+:9]([CH2:15][C:16](=[O:23])[NH:17][C:18]3[CH:22]=[CH:21][O:20][N:19]=3)([CH2:10][CH2:11]2)[CH2:8]1)=[O:5].N12CCC(CC1)[C@@H](OC(=O)C(O)(C1C=CC(OC)=CC=1)C1C=CC=CC=1)[CH2:39]2.N12CCC(CC1)[C@@H](OC(=O)C(O)(C1C=CC=CC=1)C1C=CC=CC=1C)C2, predict the reaction product. The product is: [Br-:1].[OH:2][C:3]([C:30]1[CH:31]=[CH:32][CH:33]=[CH:34][CH:35]=1)([C:24]1[CH:29]=[CH:28][CH:27]=[CH:26][C:25]=1[CH3:39])[C:4]([O:6][C@@H:7]1[CH:12]2[CH2:11][CH2:10][N+:9]([CH2:15][C:16](=[O:23])[NH:17][C:18]3[CH:22]=[CH:21][O:20][N:19]=3)([CH2:14][CH2:13]2)[CH2:8]1)=[O:5]. (4) Given the reactants [C:1]([O:4][C@H:5]1[CH2:22][CH2:21][C@@:20]2([CH3:23])[C@@H:7]([CH2:8][CH2:9][C@:10]3([CH3:34])[C@@H:19]2[CH2:18][CH2:17][C@H:16]2[C@@:11]3([CH3:33])[CH2:12][CH2:13][C@@:14]3([C:30](O)=[O:31])[CH2:26][CH2:25][C@@H:24]([C:27]([CH3:29])=[CH2:28])[C@@H:15]32)[C:6]1([CH3:36])[CH3:35])(=[O:3])[CH3:2].[NH2:37][C@H:38]1[CH2:41][C@@H:40]([C:42]([N:44]2[CH2:49][CH2:48][CH2:47][CH2:46][CH2:45]2)=[O:43])[C:39]1([CH3:51])[CH3:50].CCN(CC)CC, predict the reaction product. The product is: [C:1]([O:4][C@H:5]1[CH2:22][CH2:21][C@@:20]2([CH3:23])[C@@H:7]([CH2:8][CH2:9][C@:10]3([CH3:34])[C@@H:19]2[CH2:18][CH2:17][C@H:16]2[C@@:11]3([CH3:33])[CH2:12][CH2:13][C@@:14]3([C:30](=[O:31])[NH:37][C@H:38]4[CH2:41][C@@H:40]([C:42]([N:44]5[CH2:49][CH2:48][CH2:47][CH2:46][CH2:45]5)=[O:43])[C:39]4([CH3:51])[CH3:50])[CH2:26][CH2:25][C@@H:24]([C:27]([CH3:29])=[CH2:28])[C@@H:15]32)[C:6]1([CH3:36])[CH3:35])(=[O:3])[CH3:2]. (5) Given the reactants [NH2:1][C:2]1[N:9]=[CH:8][CH:7]=[CH:6][C:3]=1[CH:4]=O.O=[C:11]([C:18]1[CH:23]=[CH:22][CH:21]=[CH:20][CH:19]=1)[CH2:12][C:13]([O:15][CH2:16][CH3:17])=[O:14].N1CCCCC1, predict the reaction product. The product is: [C:18]1([C:11]2[C:12]([C:13]([O:15][CH2:16][CH3:17])=[O:14])=[CH:4][C:3]3[C:2](=[N:9][CH:8]=[CH:7][CH:6]=3)[N:1]=2)[CH:23]=[CH:22][CH:21]=[CH:20][CH:19]=1.